Predict which catalyst facilitates the given reaction. From a dataset of Catalyst prediction with 721,799 reactions and 888 catalyst types from USPTO. (1) Reactant: [CH3:1][C:2]1([CH3:12])[C:10]2[C:5](=[CH:6][CH:7]=[CH:8][CH:9]=2)[NH:4][C:3]1=[O:11].[Cl:13][CH2:14][CH2:15][C@@H:16]([C:18]1[CH:23]=[CH:22][CH:21]=[CH:20][CH:19]=1)O.C1(P(C2C=CC=CC=2)C2C=CC=CC=2)C=CC=CC=1.N(C(OC(C)C)=O)=NC(OC(C)C)=O. Product: [Cl:13][CH2:14][CH2:15][C@@H:16]([N:4]1[C:5]2[C:10](=[CH:9][CH:8]=[CH:7][CH:6]=2)[C:2]([CH3:12])([CH3:1])[C:3]1=[O:11])[C:18]1[CH:23]=[CH:22][CH:21]=[CH:20][CH:19]=1. The catalyst class is: 7. (2) The catalyst class is: 9. Reactant: [Br:1][C:2]1[C:7]([OH:8])=[C:6]([O:9][CH3:10])[C:5]([O:11][CH:12]([F:14])[F:13])=[CH:4][CH:3]=1.C(=O)([O-])[O-].[K+].[K+].Br[CH2:22][C:23]([CH3:27])([CH3:26])[CH2:24][OH:25]. Product: [Br:1][C:2]1[C:7]([O:8][CH2:22][C:23]([CH3:27])([CH3:26])[CH2:24][OH:25])=[C:6]([O:9][CH3:10])[C:5]([O:11][CH:12]([F:13])[F:14])=[CH:4][CH:3]=1. (3) Reactant: [SH:1][C:2]1[S:3][C:4]2[CH:10]=[CH:9][C:8]([C:11]([F:14])([F:13])[F:12])=[CH:7][C:5]=2[N:6]=1.[H-].[Na+].[Cl:17][C:18]1[CH:23]=[C:22]([N+:24]([O-:26])=[O:25])[CH:21]=[C:20]([Cl:27])[C:19]=1Cl.O. Product: [Cl:17][C:18]1[CH:23]=[C:22]([N+:24]([O-:26])=[O:25])[CH:21]=[C:20]([Cl:27])[C:19]=1[S:1][C:2]1[S:3][C:4]2[CH:10]=[CH:9][C:8]([C:11]([F:14])([F:13])[F:12])=[CH:7][C:5]=2[N:6]=1. The catalyst class is: 3.